This data is from Catalyst prediction with 721,799 reactions and 888 catalyst types from USPTO. The task is: Predict which catalyst facilitates the given reaction. (1) Reactant: [NH2:1][C:2]1[C:3](=[O:16])[N:4]([CH3:15])[C:5]([Cl:14])=[N:6][C:7]=1[C:8]1[CH:13]=[CH:12][N:11]=[CH:10][CH:9]=1.C(N(C(C)C)CC)(C)C.[C:26](Cl)(=[O:33])[C:27]1[CH:32]=[CH:31][CH:30]=[CH:29][CH:28]=1. Product: [Cl:14][C:5]1[N:4]([CH3:15])[C:3](=[O:16])[C:2]([NH:1][C:26](=[O:33])[C:27]2[CH:32]=[CH:31][CH:30]=[CH:29][CH:28]=2)=[C:7]([C:8]2[CH:13]=[CH:12][N:11]=[CH:10][CH:9]=2)[N:6]=1. The catalyst class is: 4. (2) Reactant: CS(O[CH2:6][C@H:7]1[O:12][CH2:11][C@@H:10]([CH3:13])[N:9]([CH2:14][C:15]2[CH:20]=[CH:19][CH:18]=[CH:17][CH:16]=2)[CH2:8]1)(=O)=O.[I-:21].[Na+]. Product: [I:21][CH2:6][C@H:7]1[O:12][CH2:11][C@@H:10]([CH3:13])[N:9]([CH2:14][C:15]2[CH:20]=[CH:19][CH:18]=[CH:17][CH:16]=2)[CH2:8]1. The catalyst class is: 21. (3) Reactant: [F:1][C:2]1[CH:9]=[CH:8][C:5]([NH:6][CH3:7])=[CH:4][CH:3]=1.Br[CH:11]([C:17]1[CH:22]=[CH:21][CH:20]=[CH:19][CH:18]=1)[C:12]([O:14][CH2:15][CH3:16])=[O:13].CCN(C(C)C)C(C)C. Product: [CH2:15]([O:14][C:12](=[O:13])[CH:11]([N:6]([C:5]1[CH:8]=[CH:9][C:2]([F:1])=[CH:3][CH:4]=1)[CH3:7])[C:17]1[CH:22]=[CH:21][CH:20]=[CH:19][CH:18]=1)[CH3:16]. The catalyst class is: 10.